Task: Predict the product of the given reaction.. Dataset: Forward reaction prediction with 1.9M reactions from USPTO patents (1976-2016) Given the reactants [C:1]([O:4][CH2:5][CH2:6][C:7]1[CH:12]=[CH:11][C:10]([N:13]2[C:17]3[CH:18]=[C:19]([Cl:26])[C:20]([C:22]([F:25])([F:24])[F:23])=[CH:21][C:16]=3[N:15]=[C:14]2[C:27]([N:30]=[N+]=[N-])([CH3:29])[CH3:28])=[CH:9][CH:8]=1)(=[O:3])[CH3:2], predict the reaction product. The product is: [C:1]([O:4][CH2:5][CH2:6][C:7]1[CH:8]=[CH:9][C:10]([N:13]2[C:17]3[CH:18]=[C:19]([Cl:26])[C:20]([C:22]([F:24])([F:25])[F:23])=[CH:21][C:16]=3[N:15]=[C:14]2[C:27]([NH2:30])([CH3:29])[CH3:28])=[CH:11][CH:12]=1)(=[O:3])[CH3:2].